Dataset: Reaction yield outcomes from USPTO patents with 853,638 reactions. Task: Predict the reaction yield, written as a fraction of the theoretical maximum amount of product (1.0 means a 100% yield; for example, 0.34 means a 34% yield). (1) The reactants are C[O:2][C:3]([C:5]1[CH:10]=[CH:9][C:8]([O:11][CH2:12][C:13]([F:18])([F:17])[CH:14]([F:16])[F:15])=[CH:7][N:6]=1)=[O:4].[OH-].[Li+]. No catalyst specified. The product is [F:18][C:13]([F:17])([CH:14]([F:16])[F:15])[CH2:12][O:11][C:8]1[CH:9]=[CH:10][C:5]([C:3]([OH:4])=[O:2])=[N:6][CH:7]=1. The yield is 0.940. (2) The reactants are [F:1][C:2]1[CH:6]=[N:5][N:4]([CH3:7])[C:3]=1[C:8]1[CH:9]=[C:10]([NH2:16])[CH:11]=[CH:12][C:13]=1[O:14][CH3:15].[Cl:17][C:18]1[CH:19]=[C:20]([N:24]=[C:25]=[O:26])[CH:21]=[CH:22][CH:23]=1. The yield is 0.270. The product is [Cl:17][C:18]1[CH:19]=[C:20]([NH:24][C:25]([NH:16][C:10]2[CH:11]=[CH:12][C:13]([O:14][CH3:15])=[C:8]([C:3]3[N:4]([CH3:7])[N:5]=[CH:6][C:2]=3[F:1])[CH:9]=2)=[O:26])[CH:21]=[CH:22][CH:23]=1. No catalyst specified. (3) The reactants are [NH2:1][CH:2]1[CH2:6][CH2:5][CH:4]([OH:7])[CH2:3]1.[C:8]1([S:14]([N:17]2[C:21]3=[N:22][CH:23]=[C:24]([N+:27]([O-:29])=[O:28])[C:25](Cl)=[C:20]3[CH:19]=[CH:18]2)(=[O:16])=[O:15])[CH:13]=[CH:12][CH:11]=[CH:10][CH:9]=1.C(N(C(C)C)CC)(C)C. The catalyst is C(O)C. The product is [C:8]1([S:14]([N:17]2[C:21]3=[N:22][CH:23]=[C:24]([N+:27]([O-:29])=[O:28])[C:25]([NH:1][CH:2]4[CH2:6][CH2:5][CH:4]([OH:7])[CH2:3]4)=[C:20]3[CH:19]=[CH:18]2)(=[O:15])=[O:16])[CH:9]=[CH:10][CH:11]=[CH:12][CH:13]=1. The yield is 0.760. (4) The catalyst is C1COCC1. The yield is 0.690. The reactants are CCN(C(C)C)C(C)C.[NH2:10][C:11]1[C:12]([F:23])=[C:13]([CH2:20][CH2:21][OH:22])[C:14]([N+:17]([O-:19])=[O:18])=[CH:15][CH:16]=1.[C:24](Cl)(=[O:26])[CH3:25]. The product is [C:24]([O:22][CH2:21][CH2:20][C:13]1[C:14]([N+:17]([O-:19])=[O:18])=[CH:15][CH:16]=[C:11]([NH2:10])[C:12]=1[F:23])(=[O:26])[CH3:25].